The task is: Binary Classification. Given a drug SMILES string, predict its activity (active/inactive) in a high-throughput screening assay against a specified biological target.. This data is from HIV replication inhibition screening data with 41,000+ compounds from the AIDS Antiviral Screen. (1) The molecule is O=C(C=Cc1ccc(Cl)c(Cl)c1)c1ccc(F)cc1. The result is 0 (inactive). (2) The molecule is CCC1OC(=O)CC(O)C(C)C(OC2OC(C)CC(N(C)C)C2O)C(CC=O)CC(C)C(=O)C=CC2(C)OC2C1C. The result is 0 (inactive).